Dataset: Reaction yield outcomes from USPTO patents with 853,638 reactions. Task: Predict the reaction yield, written as a fraction of the theoretical maximum amount of product (1.0 means a 100% yield; for example, 0.34 means a 34% yield). (1) The reactants are Cl.[CH2:2]([O:9][C:10]1[CH:15]=[CH:14][N:13]([C:16]2[CH:17]=[CH:18][C:19]3[C:20]4[CH2:29][N:28]([C:30]([CH:32]5[CH2:36][CH2:35][NH:34][CH2:33]5)=[O:31])[CH2:27][CH2:26][C:21]=4[N:22]([CH3:25])[C:23]=3[CH:24]=2)[C:12](=[O:37])[CH:11]=1)[C:3]1[CH:8]=[CH:7][CH:6]=[CH:5][CH:4]=1.[CH3:38]CN(CC)CC.C=O.[BH-](OC(C)=O)(OC(C)=O)OC(C)=O.[Na+]. The catalyst is CO. The product is [CH2:2]([O:9][C:10]1[CH:15]=[CH:14][N:13]([C:16]2[CH:17]=[CH:18][C:19]3[C:20]4[CH2:29][N:28]([C:30]([CH:32]5[CH2:36][CH2:35][N:34]([CH3:38])[CH2:33]5)=[O:31])[CH2:27][CH2:26][C:21]=4[N:22]([CH3:25])[C:23]=3[CH:24]=2)[C:12](=[O:37])[CH:11]=1)[C:3]1[CH:4]=[CH:5][CH:6]=[CH:7][CH:8]=1. The yield is 0.600. (2) No catalyst specified. The product is [F:1][C:2]1[CH:31]=[CH:30][CH:29]=[CH:28][C:3]=1[CH2:4][N:5]1[C:10](=[O:11])[CH:9]=[CH:8][C:7]([CH2:12][C:13]2[C:21]3[C:16](=[CH:17][CH:18]=[CH:19][CH:20]=3)[N:15]([CH2:22][C:23]([O:25][CH3:26])=[O:24])[C:14]=2[CH3:27])=[CH:6]1. The yield is 0.680. The reactants are [F:1][C:2]1[CH:31]=[C:30](F)[CH:29]=[CH:28][C:3]=1[CH2:4][N:5]1[C:10](=[O:11])[CH:9]=[CH:8][C:7]([CH2:12][C:13]2[C:21]3[C:16](=[CH:17][CH:18]=[CH:19][CH:20]=3)[N:15]([CH2:22][C:23]([O:25][CH3:26])=[O:24])[C:14]=2[CH3:27])=[CH:6]1.CC1N(CC(OC)=O)C2C(C=1CC1C=CC(=O)NC=1)=CC=CC=2.C(=O)([O-])[O-].[K+].[K+].FC1C=CC=CC=1CBr. (3) The reactants are C([O:3][C:4](=O)[CH2:5][C:6]([C@H:8]1[CH2:13][CH2:12][N:11]([C:14]([O:16][CH3:17])=[O:15])[C@@H:10]([C:18]2[CH:23]=[CH:22][CH:21]=[C:20]([C:24]([F:27])([F:26])[F:25])[CH:19]=2)[CH2:9]1)=[O:7])C.[OH-].[Na+].[NH2:31]O.Cl. The catalyst is CO.O. The product is [O:3]=[C:4]1[CH:5]=[C:6]([C@H:8]2[CH2:13][CH2:12][N:11]([C:14]([O:16][CH3:17])=[O:15])[C@@H:10]([C:18]3[CH:23]=[CH:22][CH:21]=[C:20]([C:24]([F:27])([F:26])[F:25])[CH:19]=3)[CH2:9]2)[O:7][NH:31]1. The yield is 0.500. (4) The yield is 0.600. The catalyst is O1CCCC1. The reactants are [NH:1]([C:8]1[CH:9]=[C:10]([CH:15]=[CH:16][CH:17]=1)[C:11](OC)=[O:12])[C:2]1[CH:7]=[CH:6][CH:5]=[CH:4][CH:3]=1.[H-].[Al+3].[Li+].[H-].[H-].[H-].O.O.O.O.O.O.O.O.O.O.[O-]S([O-])(=O)=O.[Na+].[Na+]. The product is [NH:1]([C:8]1[CH:9]=[C:10]([CH2:11][OH:12])[CH:15]=[CH:16][CH:17]=1)[C:2]1[CH:3]=[CH:4][CH:5]=[CH:6][CH:7]=1. (5) The reactants are [OH:1][CH2:2][C:3]1([NH:18][C:19](=[O:25])[O:20][C:21]([CH3:24])([CH3:23])[CH3:22])[CH2:8][CH2:7][N:6]([C:9]2[C:10]([N+:15]([O-:17])=[O:16])=[N:11][CH:12]=[CH:13][CH:14]=2)[CH2:5][CH2:4]1.S(OC)(O[CH3:30])(=O)=O.[OH-].[Na+].[Cl-].C1(C[NH3+])C=CC=CC=1.[O-]S([O-])(=O)=O.[Mg+2]. The catalyst is C(OCC)(=O)C.O1CCOCC1.C1(C)C=CC=CC=1. The product is [CH3:30][O:1][CH2:2][C:3]1([NH:18][C:19](=[O:25])[O:20][C:21]([CH3:22])([CH3:24])[CH3:23])[CH2:8][CH2:7][N:6]([C:9]2[C:10]([N+:15]([O-:17])=[O:16])=[N:11][CH:12]=[CH:13][CH:14]=2)[CH2:5][CH2:4]1. The yield is 0.960. (6) The reactants are Cl[C:2]1[N:7]=[CH:6][C:5]([F:8])=[CH:4][N:3]=1.C[C:10]([N:12](C)C)=O. The product is [F:8][C:5]1[CH:4]=[N:3][C:2]([C:10]#[N:12])=[N:7][CH:6]=1. The yield is 0.230. The catalyst is O.[C-]#N.[Zn+2].[C-]#N.C1C=CC(/C=C/C(/C=C/C2C=CC=CC=2)=O)=CC=1.C1C=CC(/C=C/C(/C=C/C2C=CC=CC=2)=O)=CC=1.C1C=CC(/C=C/C(/C=C/C2C=CC=CC=2)=O)=CC=1.[Pd].[Pd].C1C=CC(P(C2C=CC=CC=2)[C-]2C=CC=C2)=CC=1.C1C=CC(P(C2C=CC=CC=2)[C-]2C=CC=C2)=CC=1.[Fe+2].[Zn].